Dataset: NCI-60 drug combinations with 297,098 pairs across 59 cell lines. Task: Regression. Given two drug SMILES strings and cell line genomic features, predict the synergy score measuring deviation from expected non-interaction effect. (1) Drug 1: C1=CC(=CC=C1CCCC(=O)O)N(CCCl)CCCl. Drug 2: CC1=C(C(=CC=C1)Cl)NC(=O)C2=CN=C(S2)NC3=CC(=NC(=N3)C)N4CCN(CC4)CCO. Cell line: NCI-H522. Synergy scores: CSS=51.4, Synergy_ZIP=4.37, Synergy_Bliss=4.37, Synergy_Loewe=9.62, Synergy_HSA=11.1. (2) Drug 1: CC1C(C(CC(O1)OC2CC(CC3=C2C(=C4C(=C3O)C(=O)C5=C(C4=O)C(=CC=C5)OC)O)(C(=O)CO)O)N)O.Cl. Drug 2: CC(C)(C#N)C1=CC(=CC(=C1)CN2C=NC=N2)C(C)(C)C#N. Cell line: MCF7. Synergy scores: CSS=4.29, Synergy_ZIP=-8.30, Synergy_Bliss=-4.32, Synergy_Loewe=-11.2, Synergy_HSA=-2.66. (3) Drug 1: COC1=NC(=NC2=C1N=CN2C3C(C(C(O3)CO)O)O)N. Drug 2: C1=CN(C=N1)CC(O)(P(=O)(O)O)P(=O)(O)O. Cell line: PC-3. Synergy scores: CSS=-5.11, Synergy_ZIP=3.01, Synergy_Bliss=0.922, Synergy_Loewe=-2.05, Synergy_HSA=-2.71. (4) Drug 1: C1=CC(=CC=C1CCC2=CNC3=C2C(=O)NC(=N3)N)C(=O)NC(CCC(=O)O)C(=O)O. Drug 2: C1CCC(CC1)NC(=O)N(CCCl)N=O. Cell line: RXF 393. Synergy scores: CSS=12.9, Synergy_ZIP=-4.76, Synergy_Bliss=-2.97, Synergy_Loewe=-0.340, Synergy_HSA=0.586. (5) Drug 1: C1CN(P(=O)(OC1)NCCCl)CCCl. Drug 2: C(CN)CNCCSP(=O)(O)O. Cell line: LOX IMVI. Synergy scores: CSS=8.79, Synergy_ZIP=-3.59, Synergy_Bliss=-2.95, Synergy_Loewe=-4.64, Synergy_HSA=-2.79. (6) Drug 2: CC(C)(C#N)C1=CC(=CC(=C1)CN2C=NC=N2)C(C)(C)C#N. Drug 1: C1=CC=C(C(=C1)C(C2=CC=C(C=C2)Cl)C(Cl)Cl)Cl. Synergy scores: CSS=-2.13, Synergy_ZIP=5.51, Synergy_Bliss=9.82, Synergy_Loewe=-1.21, Synergy_HSA=1.24. Cell line: SW-620. (7) Drug 1: C1C(C(OC1N2C=NC3=C2NC=NCC3O)CO)O. Drug 2: N.N.Cl[Pt+2]Cl. Cell line: HOP-62. Synergy scores: CSS=29.8, Synergy_ZIP=-3.77, Synergy_Bliss=-0.326, Synergy_Loewe=-7.64, Synergy_HSA=-0.353. (8) Drug 1: CC(CN1CC(=O)NC(=O)C1)N2CC(=O)NC(=O)C2. Drug 2: CCCS(=O)(=O)NC1=C(C(=C(C=C1)F)C(=O)C2=CNC3=C2C=C(C=N3)C4=CC=C(C=C4)Cl)F. Cell line: 786-0. Synergy scores: CSS=6.39, Synergy_ZIP=-5.58, Synergy_Bliss=-8.03, Synergy_Loewe=-7.67, Synergy_HSA=-7.39. (9) Drug 1: C1CCN(CC1)CCOC2=CC=C(C=C2)C(=O)C3=C(SC4=C3C=CC(=C4)O)C5=CC=C(C=C5)O. Drug 2: N.N.Cl[Pt+2]Cl. Cell line: CCRF-CEM. Synergy scores: CSS=9.57, Synergy_ZIP=2.69, Synergy_Bliss=12.7, Synergy_Loewe=8.85, Synergy_HSA=8.04. (10) Drug 1: CCC1=CC2CC(C3=C(CN(C2)C1)C4=CC=CC=C4N3)(C5=C(C=C6C(=C5)C78CCN9C7C(C=CC9)(C(C(C8N6C)(C(=O)OC)O)OC(=O)C)CC)OC)C(=O)OC.C(C(C(=O)O)O)(C(=O)O)O. Drug 2: C1=C(C(=O)NC(=O)N1)N(CCCl)CCCl. Cell line: U251. Synergy scores: CSS=43.9, Synergy_ZIP=-2.55, Synergy_Bliss=-3.60, Synergy_Loewe=-17.9, Synergy_HSA=-0.827.